This data is from Reaction yield outcomes from USPTO patents with 853,638 reactions. The task is: Predict the reaction yield, written as a fraction of the theoretical maximum amount of product (1.0 means a 100% yield; for example, 0.34 means a 34% yield). The reactants are [NH2:1][C:2]1[CH:7]=[C:6]([CH2:8][O:9][C:10]2[C:19]3[C:14](=[CH:15][CH:16]=[CH:17][CH:18]=3)[C:13]([N+:20]([O-])=O)=[CH:12][CH:11]=2)[CH:5]=[CH:4][N:3]=1.[H][H]. The catalyst is CO.CC(O)=O.[Pt]. The product is [NH2:1][C:2]1[CH:7]=[C:6]([CH2:8][O:9][C:10]2[C:19]3[C:14](=[CH:15][CH:16]=[CH:17][CH:18]=3)[C:13]([NH2:20])=[CH:12][CH:11]=2)[CH:5]=[CH:4][N:3]=1. The yield is 0.940.